This data is from Forward reaction prediction with 1.9M reactions from USPTO patents (1976-2016). The task is: Predict the product of the given reaction. (1) Given the reactants [CH3:1][C:2]1[N:6]2[CH:7]=[C:8]([C:11](OC)=[O:12])[CH:9]=[CH:10][C:5]2=[N:4][C:3]=1[CH:15]([CH3:17])[CH3:16].[H-].[H-].[H-].[H-].[Li+].[Al+3], predict the reaction product. The product is: [CH3:1][C:2]1[N:6]2[CH:7]=[C:8]([CH2:11][OH:12])[CH:9]=[CH:10][C:5]2=[N:4][C:3]=1[CH:15]([CH3:17])[CH3:16]. (2) Given the reactants [CH:1]1([O:7][C:8]2[CH:15]=[CH:14][C:11]([CH:12]=O)=[CH:10][CH:9]=2)[CH2:6][CH2:5][CH2:4][CH2:3][CH2:2]1.[C-]#N.[K+].C(=O)([O-])[O-].[NH4+:23].[NH4+].[OH-].[Na+].[C:35](O[C:35]([O:37][C:38](C)(C)C)=[O:36])([O:37][C:38](C)(C)C)=[O:36].C(=O)([O-])[O-].[K+].[K+].[CH3:48]I.[BH4-].[Na+].S(Cl)(Cl)=O.Br[C:57]1[CH:62]=[CH:61][C:60]([NH2:63])=[C:59]([NH2:64])[CH:58]=1.[F-].[Cs+], predict the reaction product. The product is: [NH:63]1[C:60]2[CH:61]=[CH:62][C:57]([N:23]3[CH:12]([C:11]4[CH:14]=[CH:15][C:8]([O:7][CH:1]5[CH2:6][CH2:5][CH2:4][CH2:3][CH2:2]5)=[CH:9][CH:10]=4)[CH2:38][O:37][C:35]3=[O:36])=[CH:58][C:59]=2[N:64]=[CH:48]1. (3) Given the reactants [CH2:1]([O:3][C:4]1[CH:12]=[C:11]2[C:7]([CH:8]=[N:9][NH:10]2)=[CH:6][C:5]=1[NH:13][C:14]1[C:15]2[C:22]3[CH2:23][CH2:24][CH:25]([C:27]([OH:29])=O)[CH2:26][C:21]=3[S:20][C:16]=2[N:17]=[CH:18][N:19]=1)[CH3:2].[CH3:30][O:31][CH2:32][CH2:33][NH:34][CH3:35], predict the reaction product. The product is: [CH2:1]([O:3][C:4]1[CH:12]=[C:11]2[C:7]([CH:8]=[N:9][NH:10]2)=[CH:6][C:5]=1[NH:13][C:14]1[C:15]2[C:22]3[CH2:23][CH2:24][CH:25]([C:27]([N:34]([CH2:33][CH2:32][O:31][CH3:30])[CH3:35])=[O:29])[CH2:26][C:21]=3[S:20][C:16]=2[N:17]=[CH:18][N:19]=1)[CH3:2]. (4) Given the reactants [Cl:1][C:2]1[CH:3]=[C:4]([OH:8])[CH:5]=[CH:6][CH:7]=1.[OH-].[Ca+2].[OH-].[C:12](=O)([O-])[O-:13].[Na+].[Na+].Cl, predict the reaction product. The product is: [Cl:1][C:2]1[CH:3]=[C:4]([OH:8])[CH:5]=[CH:6][C:7]=1[CH:12]=[O:13]. (5) Given the reactants [C:1]([O:11][CH3:12])(=[O:10])/[CH:2]=[CH:3]/[C:4]1[CH:9]=[CH:8][CH:7]=[CH:6][CH:5]=1, predict the reaction product. The product is: [C:4]1([CH2:3][CH2:2][C:1]([O:11][CH3:12])=[O:10])[CH:9]=[CH:8][CH:7]=[CH:6][CH:5]=1. (6) Given the reactants C1N=CN(C(N2C=NC=C2)=O)C=1.[F:13][C:14]1[C:15]([N+:24]([O-:26])=[O:25])=[C:16]([CH2:20][C:21]([OH:23])=O)[CH:17]=[CH:18][CH:19]=1.[NH2:27][CH:28]1[CH2:33][CH2:32][N:31]([CH2:34][C:35]2[CH:40]=[CH:39][CH:38]=[CH:37][CH:36]=2)[CH2:30][CH2:29]1, predict the reaction product. The product is: [CH2:34]([N:31]1[CH2:32][CH2:33][CH:28]([NH:27][C:21](=[O:23])[CH2:20][C:16]2[CH:17]=[CH:18][CH:19]=[C:14]([F:13])[C:15]=2[N+:24]([O-:26])=[O:25])[CH2:29][CH2:30]1)[C:35]1[CH:36]=[CH:37][CH:38]=[CH:39][CH:40]=1. (7) Given the reactants Br[CH2:2][CH2:3][CH2:4][CH2:5][CH2:6][CH2:7][O:8][CH2:9][C:10]1([CH2:14][CH3:15])[CH2:13][O:12][CH2:11]1.[OH:16][C:17]1[CH:25]=[CH:24][C:20]([C:21]([OH:23])=[O:22])=[CH:19][CH:18]=1.C(=O)([O-])[O-].[K+].[K+].O, predict the reaction product. The product is: [CH2:14]([C:10]1([CH2:9][O:8][CH2:7][CH2:6][CH2:5][CH2:4][CH2:3][CH2:2][O:16][C:17]2[CH:25]=[CH:24][C:20]([C:21]([OH:23])=[O:22])=[CH:19][CH:18]=2)[CH2:13][O:12][CH2:11]1)[CH3:15].